This data is from Catalyst prediction with 721,799 reactions and 888 catalyst types from USPTO. The task is: Predict which catalyst facilitates the given reaction. (1) Reactant: [H-].[Na+].[CH3:3][NH:4][C:5]([C:7]1[CH:12]=[CH:11][C:10]([C:13]2[CH:18]=[C:17]([Cl:19])[CH:16]=[C:15]([Cl:20])[C:14]=2[Cl:21])=[C:9]([NH2:22])[N:8]=1)=S.CI.[NH3:25]. Product: [NH2:22][C:9]1[N:8]=[C:7]([C:5]([NH:4][CH3:3])=[NH:25])[CH:12]=[CH:11][C:10]=1[C:13]1[CH:18]=[C:17]([Cl:19])[CH:16]=[C:15]([Cl:20])[C:14]=1[Cl:21]. The catalyst class is: 7. (2) Product: [CH:1]([C:4]1[C:12]([CH:13]=[C:14]([CH3:16])[CH3:15])=[C:7]2[CH:8]=[CH:9][CH:10]=[CH:11][N:6]2[N:5]=1)([CH3:3])[CH3:2]. The catalyst class is: 48. Reactant: [CH:1]([C:4]1[C:12]([CH:13](O)[CH:14]([CH3:16])[CH3:15])=[C:7]2[CH:8]=[CH:9][CH:10]=[CH:11][N:6]2[N:5]=1)([CH3:3])[CH3:2].P(Cl)(Cl)(Cl)(Cl)Cl.N1C=CC=CC=1. (3) Reactant: [CH3:1][C:2]1[CH:7]=[CH:6][C:5]([C:8]2[O:12][N:11]=[CH:10][C:9]=2[C:13](Cl)=[O:14])=[CH:4][CH:3]=1.[NH:16]1[CH2:20][CH2:19][CH2:18][CH2:17]1. Product: [CH3:1][C:2]1[CH:7]=[CH:6][C:5]([C:8]2[O:12][N:11]=[CH:10][C:9]=2[C:13]([N:16]2[CH2:20][CH2:19][CH2:18][CH2:17]2)=[O:14])=[CH:4][CH:3]=1. The catalyst class is: 4. (4) Reactant: [Br:1][C:2]1[N:3]=[C:4]2[CH:10]=[CH:9][NH:8][C:5]2=[N:6][CH:7]=1.[OH-].[K+].[I:13]I.S([O-])([O-])(=O)=S.[Na+].[Na+]. Product: [Br:1][C:2]1[N:3]=[C:4]2[C:10]([I:13])=[CH:9][NH:8][C:5]2=[N:6][CH:7]=1. The catalyst class is: 288. (5) Reactant: [Cl:1][C:2]1[CH:3]=[C:4]([N:10]2[C:14]([CH3:15])=[C:13]([CH2:16][C:17]3[CH:25]=[CH:24][C:20]([C:21]([OH:23])=O)=[CH:19][CH:18]=3)[C:12]([CH3:26])=[N:11]2)[CH:5]=[CH:6][C:7]=1[C:8]#[N:9].Cl.C[N:29](C)CCCN=C=NCC.[NH4+].ON1C2C=CC=CC=2N=N1.C(=O)([O-])O.[Na+]. Product: [Cl:1][C:2]1[CH:3]=[C:4]([N:10]2[C:14]([CH3:15])=[C:13]([CH2:16][C:17]3[CH:25]=[CH:24][C:20]([C:21]([NH2:29])=[O:23])=[CH:19][CH:18]=3)[C:12]([CH3:26])=[N:11]2)[CH:5]=[CH:6][C:7]=1[C:8]#[N:9]. The catalyst class is: 3. (6) Reactant: Br[C:2]1[CH:3]=[CH:4][C:5]([C:8]#[N:9])=[N:6][CH:7]=1.[F:10][C:11]([F:20])([F:19])[C:12]1[CH:13]=[C:14]([SH:18])[CH:15]=[CH:16][CH:17]=1.C(=O)([O-])[O-].[K+].[K+]. Product: [F:20][C:11]([F:10])([F:19])[C:12]1[CH:13]=[C:14]([S:18][C:2]2[CH:3]=[CH:4][C:5]([C:8]#[N:9])=[N:6][CH:7]=2)[CH:15]=[CH:16][CH:17]=1. The catalyst class is: 3. (7) Reactant: [Cl:1][C:2]1[N:7]=[C:6]([C:8](Cl)=[O:9])[CH:5]=[C:4]([Cl:11])[N:3]=1.N.O1CCOCC1.CC[N:21](C(C)C)C(C)C. Product: [Cl:1][C:2]1[N:7]=[C:6]([C:8]([NH2:21])=[O:9])[CH:5]=[C:4]([Cl:11])[N:3]=1. The catalyst class is: 28. (8) Reactant: [C:1]1([CH3:14])[CH:6]=[CH:5][C:4]([O:7][CH2:8][C:9]([O:11]CC)=[O:10])=[CH:3][CH:2]=1.[OH-].[Na+]. The catalyst class is: 8. Product: [C:1]1([CH3:14])[CH:6]=[CH:5][C:4]([O:7][CH2:8][C:9]([OH:11])=[O:10])=[CH:3][CH:2]=1. (9) Reactant: CC([CH:5]1[CH2:10][N:9]([CH2:11][CH:12]([O:24][CH2:25][CH3:26])[C:13]2[CH:22]=[CH:21][C:16]3[C:17](=[O:20])[O:18][CH2:19][C:15]=3[C:14]=2[CH3:23])[CH2:8][CH2:7][N:6]1C([O-])=O)(C)C.[ClH:30]. Product: [ClH:30].[CH2:25]([O:24][CH:12]([C:13]1[CH:22]=[CH:21][C:16]2[C:17](=[O:20])[O:18][CH2:19][C:15]=2[C:14]=1[CH3:23])[CH2:11][N:9]1[CH2:10][CH2:5][NH:6][CH2:7][CH2:8]1)[CH3:26]. The catalyst class is: 12. (10) The catalyst class is: 9. Product: [CH3:1][O:2][C:3]([C:5]1[C:9]([NH:10][C:11](=[O:15])[CH2:12][O:29][C:26]2[CH:27]=[CH:28][C:23]([I:22])=[CH:24][CH:25]=2)=[CH:8][S:7][CH:6]=1)=[O:4]. Reactant: [CH3:1][O:2][C:3]([C:5]1[C:9]([NH:10][C:11](=[O:15])[CH2:12]CCl)=[CH:8][S:7][CH:6]=1)=[O:4].C(=O)([O-])[O-].[K+].[K+].[I:22][C:23]1[CH:28]=[CH:27][C:26]([OH:29])=[CH:25][CH:24]=1.C(OCC)(=O)C.